Dataset: Catalyst prediction with 721,799 reactions and 888 catalyst types from USPTO. Task: Predict which catalyst facilitates the given reaction. (1) Reactant: [Cl:1][C:2]1[N:7]=[N:6][C:5]([C:8]([OH:10])=O)=[CH:4][CH:3]=1.ClC(Cl)(OC(=O)OC(Cl)(Cl)Cl)Cl.CCN(CC)CC.Cl.[CH3:31][NH:32][O:33][CH3:34]. Product: [Cl:1][C:2]1[N:7]=[N:6][C:5]([C:8]([N:32]([O:33][CH3:34])[CH3:31])=[O:10])=[CH:4][CH:3]=1. The catalyst class is: 2. (2) The catalyst class is: 1. Reactant: C(OC([N:8]1[C:17]2[C:12](=[CH:13][C:14]([C:18]3[CH:19]=[N:20][CH:21]=[C:22]([C:24](=[O:26])[CH3:25])[CH:23]=3)=[CH:15][N:16]=2)[CH2:11][CH2:10][CH2:9]1)=O)(C)(C)C.[CH:27]([Mg]Cl)([CH3:29])[CH3:28]. Product: [CH3:28][CH:27]([CH3:29])[C:24]([C:22]1[CH:21]=[N:20][CH:19]=[C:18]([C:14]2[CH:15]=[N:16][C:17]3[NH:8][CH2:9][CH2:10][CH2:11][C:12]=3[CH:13]=2)[CH:23]=1)([OH:26])[CH3:25]. (3) Reactant: Cl[CH2:2]/[CH:3]=[CH:4]/[C@H:5]1[CH2:10][CH2:9][C@H:8]([CH2:11][CH2:12][N:13]([CH3:27])[S:14]([C:17]2[CH:22]=[CH:21][C:20]([C:23]([F:26])([F:25])[F:24])=[CH:19][CH:18]=2)(=[O:16])=[O:15])[CH2:7][CH2:6]1.[NH:28]1[CH2:33][CH2:32][CH2:31][CH2:30][CH2:29]1. Product: [CH3:27][N:13]([CH2:12][CH2:11][C@H:8]1[CH2:9][CH2:10][C@H:5](/[CH:4]=[CH:3]/[CH2:2][N:28]2[CH2:33][CH2:32][CH2:31][CH2:30][CH2:29]2)[CH2:6][CH2:7]1)[S:14]([C:17]1[CH:22]=[CH:21][C:20]([C:23]([F:26])([F:25])[F:24])=[CH:19][CH:18]=1)(=[O:16])=[O:15]. The catalyst class is: 80. (4) Reactant: [F:1][C:2]([F:33])([F:32])[C:3]([C:12]1[CH:28]=[CH:27][C:15]([O:16][C:17]2[CH:18]=[C:19]([C:23]([I:26])=[CH:24][N:25]=2)[C:20](O)=[O:21])=[C:14]([CH2:29][CH2:30][CH3:31])[CH:13]=1)([O:8][CH2:9][O:10][CH3:11])[C:4]([F:7])([F:6])[F:5].B.O1CCCC1.[OH-].[Na+].Cl. Product: [F:33][C:2]([F:1])([F:32])[C:3]([C:12]1[CH:28]=[CH:27][C:15]([O:16][C:17]2[CH:18]=[C:19]([CH2:20][OH:21])[C:23]([I:26])=[CH:24][N:25]=2)=[C:14]([CH2:29][CH2:30][CH3:31])[CH:13]=1)([O:8][CH2:9][O:10][CH3:11])[C:4]([F:7])([F:6])[F:5]. The catalyst class is: 30.